Dataset: Forward reaction prediction with 1.9M reactions from USPTO patents (1976-2016). Task: Predict the product of the given reaction. Given the reactants [NH:1]1[CH2:5][CH2:4][CH2:3][CH2:2]1.[Cl:6][C:7]1[CH:14]=[C:13]([OH:15])[C:12]([Cl:16])=[CH:11][C:8]=1[CH:9]=O.C(O[BH-](OC(=O)C)OC(=O)C)(=O)C.[Na+].O, predict the reaction product. The product is: [Cl:16][C:12]1[CH:11]=[C:8]([CH2:9][N:1]2[CH2:5][CH2:4][CH2:3][CH2:2]2)[C:7]([Cl:6])=[CH:14][C:13]=1[OH:15].